This data is from Forward reaction prediction with 1.9M reactions from USPTO patents (1976-2016). The task is: Predict the product of the given reaction. (1) Given the reactants [CH3:1][O:2][C:3]1[CH:4]=[C:5]2[C:10](=[CH:11][C:12]=1[O:13][CH3:14])[N:9]=[CH:8][CH:7]=[C:6]2[O:15][C:16]1[CH:17]=[C:18]2[C:23](=[CH:24][CH:25]=1)[C:22]([NH2:26])=[CH:21][CH:20]=[CH:19]2.[C:27]1([S:33](Cl)(=[O:35])=[O:34])[CH:32]=[CH:31][CH:30]=[CH:29][CH:28]=1, predict the reaction product. The product is: [CH3:1][O:2][C:3]1[CH:4]=[C:5]2[C:10](=[CH:11][C:12]=1[O:13][CH3:14])[N:9]=[CH:8][CH:7]=[C:6]2[O:15][C:16]1[CH:17]=[C:18]2[C:23](=[CH:24][CH:25]=1)[C:22]([NH:26][S:33]([C:27]1[CH:32]=[CH:31][CH:30]=[CH:29][CH:28]=1)(=[O:35])=[O:34])=[CH:21][CH:20]=[CH:19]2. (2) Given the reactants CCCC[N+](CCCC)(CCCC)CCCC.[F-].CC(O[Si](C(C)C)(C(C)C)C(C)C)(C)CN1C2C(=CC=CC=2)C=C1C(O)=O.[C:46]([CH:48]([NH:53][C:54]([CH:56]1[CH2:61][CH2:60][CH2:59][CH2:58][CH:57]1[NH:62][C:63]([C:65]1[N:66]([CH2:74][C:75]([OH:78])([CH3:77])[CH3:76])[C:67]2[C:72]([CH:73]=1)=[CH:71][CH:70]=[CH:69][CH:68]=2)=[O:64])=[O:55])[CH2:49][CH:50]([CH3:52])[CH3:51])#[N:47], predict the reaction product. The product is: [C:46]([C@@H:48]([NH:53][C:54]([C@@H:56]1[CH2:61][CH2:60][CH2:59][CH2:58][C@@H:57]1[NH:62][C:63]([C:65]1[N:66]([CH2:74][C:75]([OH:78])([CH3:76])[CH3:77])[C:67]2[C:72]([CH:73]=1)=[CH:71][CH:70]=[CH:69][CH:68]=2)=[O:64])=[O:55])[CH2:49][CH:50]([CH3:52])[CH3:51])#[N:47].